From a dataset of Full USPTO retrosynthesis dataset with 1.9M reactions from patents (1976-2016). Predict the reactants needed to synthesize the given product. Given the product [F:20][C:21]1[CH:26]=[CH:25][CH:24]=[CH:23][C:22]=1[C:27]1[S:31][C:30]([CH3:32])=[N:29][C:28]=1[C:33]([N:3]1[CH2:4][C@H:5]2[C@H:1]([CH2:6]2)[C@H:2]1[CH2:7][NH:8][C:9]([C:11]1[N:18]2[C:14]([S:15][CH:16]=[CH:17]2)=[N:13][C:12]=1[CH3:19])=[O:10])=[O:34], predict the reactants needed to synthesize it. The reactants are: [C@H:1]12[CH2:6][C@H:5]1[CH2:4][NH:3][C@@H:2]2[CH2:7][NH:8][C:9]([C:11]1[N:18]2[C:14]([S:15][CH:16]=[CH:17]2)=[N:13][C:12]=1[CH3:19])=[O:10].[F:20][C:21]1[CH:26]=[CH:25][CH:24]=[CH:23][C:22]=1[C:27]1[S:31][C:30]([CH3:32])=[N:29][C:28]=1[C:33](O)=[O:34].